This data is from Full USPTO retrosynthesis dataset with 1.9M reactions from patents (1976-2016). The task is: Predict the reactants needed to synthesize the given product. Given the product [NH2:1][C:2]([NH2:4])=[O:3].[NH2:5][C@H:6]([C:13]([OH:15])=[O:14])[CH2:7][C:8]1[N:12]=[CH:11][NH:10][CH:9]=1.[C:13]([O-:15])(=[O:14])[CH2:6][CH3:7], predict the reactants needed to synthesize it. The reactants are: [NH2:1][C:2]([NH2:4])=[O:3].[NH2:5][C@H:6]([C:13]([OH:15])=[O:14])[CH2:7][C:8]1[N:12]=[CH:11][NH:10][CH:9]=1.C(O)C(N)(CO)CO.Cl.